This data is from Catalyst prediction with 721,799 reactions and 888 catalyst types from USPTO. The task is: Predict which catalyst facilitates the given reaction. Reactant: [CH3:1][O:2][CH2:3][CH2:4][C:5]1[CH:15]=[CH:14][C:8]([O:9][CH2:10][C@@H:11]2[CH2:13][O:12]2)=[CH:7][CH:6]=1.[NH2:16][CH2:17][C@H:18]1[CH2:27][CH2:26][C:25]2[C:20](=[CH:21][CH:22]=[C:23]([C:28]3[CH:37]=[CH:36][C:31]([C:32]([O:34]C)=[O:33])=[CH:30][CH:29]=3)[CH:24]=2)[O:19]1.[OH-].[Na+]. Product: [OH:12][C@H:11]([CH2:10][O:9][C:8]1[CH:14]=[CH:15][C:5]([CH2:4][CH2:3][O:2][CH3:1])=[CH:6][CH:7]=1)[CH2:13][NH:16][CH2:17][C@H:18]1[CH2:27][CH2:26][C:25]2[C:20](=[CH:21][CH:22]=[C:23]([C:28]3[CH:29]=[CH:30][C:31]([C:32]([OH:34])=[O:33])=[CH:36][CH:37]=3)[CH:24]=2)[O:19]1. The catalyst class is: 12.